From a dataset of HIV replication inhibition screening data with 41,000+ compounds from the AIDS Antiviral Screen. Binary Classification. Given a drug SMILES string, predict its activity (active/inactive) in a high-throughput screening assay against a specified biological target. (1) The drug is Cl.Cn1cc(NC(=O)C2CCC(=N)N2)cc1C(=O)NCCC(=N)N. The result is 0 (inactive). (2) The compound is Cc1ccccc1NC(=O)C(=O)C(C(=O)c1ccccc1F)C1OC(=O)c2ccccc21. The result is 0 (inactive).